This data is from Forward reaction prediction with 1.9M reactions from USPTO patents (1976-2016). The task is: Predict the product of the given reaction. (1) The product is: [CH3:8][C:9]1([CH2:32][C:33]2[CH:38]=[C:37]([F:39])[CH:36]=[C:35]([F:40])[C:34]=2[F:41])[C:18]2[C:13](=[CH:14][CH:15]=[C:16]([C:19]3[CH:24]=[CH:23][CH:22]=[C:21]([O:25][CH2:26][C:27]([F:29])([F:28])[F:30])[CH:20]=3)[CH:17]=2)[C:12](=[O:43])[NH:11][C:10]1=[O:31]. Given the reactants C1(C)C=CC=CC=1.[CH3:8][C:9]1([CH2:32][C:33]2[CH:38]=[C:37]([F:39])[CH:36]=[C:35]([F:40])[C:34]=2[F:41])[C:18]2[C:13](=[CH:14][CH:15]=[C:16]([C:19]3[CH:24]=[CH:23][CH:22]=[C:21]([O:25][CH2:26][C:27]([F:30])([F:29])[F:28])[CH:20]=3)[CH:17]=2)[CH2:12][NH:11][C:10]1=[O:31].P([O-])([O-])([O-])=[O:43].[K+].[K+].[K+].IC1N=CN(C)C=1, predict the reaction product. (2) Given the reactants [Cl:1][C:2]1[CH:3]=[C:4]([N:13]([CH2:20][CH3:21])[CH:14]2[CH2:19][CH2:18][NH:17][CH2:16][CH2:15]2)[C:5]([CH3:12])=[C:6]([CH:11]=1)[C:7]([O:9][CH3:10])=[O:8].Br[CH2:23][CH2:24][C:25]1[CH:30]=[CH:29][CH:28]=[C:27]([O:31][CH3:32])[CH:26]=1.C([O-])([O-])=O.[K+].[K+], predict the reaction product. The product is: [Cl:1][C:2]1[CH:3]=[C:4]([N:13]([CH2:20][CH3:21])[CH:14]2[CH2:19][CH2:18][N:17]([CH2:23][CH2:24][C:25]3[CH:30]=[CH:29][CH:28]=[C:27]([O:31][CH3:32])[CH:26]=3)[CH2:16][CH2:15]2)[C:5]([CH3:12])=[C:6]([CH:11]=1)[C:7]([O:9][CH3:10])=[O:8]. (3) Given the reactants F[C:2](F)(F)C(O)=O.[CH:8]1([CH2:12][CH2:13][NH:14][C:15]([C:17]2[S:21][C:20]([NH:22]C(OC(C)(C)C)=O)=[N:19][CH:18]=2)=[O:16])[CH2:11][CH2:10]C1, predict the reaction product. The product is: [CH:12]1([CH:13]([NH:14][C:15]([C:17]2[S:21][C:20]([NH2:22])=[N:19][CH:18]=2)=[O:16])[CH3:2])[CH2:10][CH2:11][CH2:8]1. (4) Given the reactants [Cl:1][C:2]1[CH:7]=[CH:6][CH:5]=[CH:4][C:3]=1[NH:8][C:9]1[N:14]2[N:15]=[CH:16][C:17]([S:18](=[O:25])(=[O:24])[NH:19][CH2:20][CH2:21][O:22][CH3:23])=[C:13]2[N:12]=[CH:11][C:10]=1[C:26]([O:28]CC)=O.[F:31][C:32]1[CH:37]=[CH:36][C:35]([CH:38]2[CH2:43][CH2:42][NH:41][CH2:40][CH2:39]2)=[CH:34][CH:33]=1, predict the reaction product. The product is: [Cl:1][C:2]1[CH:7]=[CH:6][CH:5]=[CH:4][C:3]=1[NH:8][C:9]1[N:14]2[N:15]=[CH:16][C:17]([S:18]([NH:19][CH2:20][CH2:21][O:22][CH3:23])(=[O:24])=[O:25])=[C:13]2[N:12]=[CH:11][C:10]=1[C:26]([N:41]1[CH2:42][CH2:43][CH:38]([C:35]2[CH:34]=[CH:33][C:32]([F:31])=[CH:37][CH:36]=2)[CH2:39][CH2:40]1)=[O:28]. (5) Given the reactants [F:1][C:2]1[CH:10]=[C:9]2[C:5]([C:6]([C:20]3[CH:21]=[C:22]4[C:26](=[CH:27][CH:28]=3)[N:25]([CH2:29][CH:30]3[CH2:35][CH2:34][N:33]([C:36]([O:38][C:39]([CH3:42])([CH3:41])[CH3:40])=[O:37])[CH2:32][CH2:31]3)[N:24]=[CH:23]4)=[CH:7][N:8]2S(C2C=CC=CC=2)(=O)=O)=[CH:4][CH:3]=1.FC1C=C2C(C(C3C=CC4C(=CN(CC5CCN(C(OC(C)(C)C)=O)CC5)N=4)C=3)=CN2S(C2C=CC=CC=2)(=O)=O)=CC=1.[OH-].[Na+], predict the reaction product. The product is: [F:1][C:2]1[CH:10]=[C:9]2[C:5]([C:6]([C:20]3[CH:21]=[C:22]4[C:26](=[CH:27][CH:28]=3)[N:25]([CH2:29][CH:30]3[CH2:31][CH2:32][N:33]([C:36]([O:38][C:39]([CH3:42])([CH3:41])[CH3:40])=[O:37])[CH2:34][CH2:35]3)[N:24]=[CH:23]4)=[CH:7][NH:8]2)=[CH:4][CH:3]=1. (6) Given the reactants Br[C:2]1[CH:7]=[C:6]([CH3:8])[C:5]([NH:9][C:10]([NH:12][C:13]2[CH:18]=[C:17]([F:19])[CH:16]=[CH:15][C:14]=2[C:20]([NH:22][C@@H:23]([CH:28]2[CH2:33][CH2:32][CH2:31][CH2:30][CH2:29]2)[C:24]([O:26][CH3:27])=[O:25])=[O:21])=[O:11])=[C:4]([CH3:34])[CH:3]=1.[CH2:35]([Sn](CCCC)(CCCC)CC=C)[CH2:36][CH2:37]C, predict the reaction product. The product is: [CH:28]1([C@H:23]([NH:22][C:20]([C:14]2[CH:15]=[CH:16][C:17]([F:19])=[CH:18][C:13]=2[NH:12][C:10]([NH:9][C:5]2[C:6]([CH3:8])=[CH:7][C:2]([CH2:37][CH:36]=[CH2:35])=[CH:3][C:4]=2[CH3:34])=[O:11])=[O:21])[C:24]([O:26][CH3:27])=[O:25])[CH2:33][CH2:32][CH2:31][CH2:30][CH2:29]1. (7) Given the reactants [Br:1][C:2]1[CH:7]=[CH:6][C:5]([NH2:8])=[C:4]([F:9])[CH:3]=1.C[Si]([N-][Si](C)(C)C)(C)C.[Li+].Cl[C:21]1[N:29]=[C:28]([Cl:30])[CH:27]=[CH:26][C:22]=1[C:23]([OH:25])=[O:24], predict the reaction product. The product is: [Br:1][C:2]1[CH:7]=[CH:6][C:5]([NH:8][C:21]2[N:29]=[C:28]([Cl:30])[CH:27]=[CH:26][C:22]=2[C:23]([OH:25])=[O:24])=[C:4]([F:9])[CH:3]=1. (8) Given the reactants [NH:1]1[CH2:6][CH2:5][CH:4]([NH:7][C:8]([C:10]2[C:14]3[N:15]=[CH:16][N:17]=[C:18]([C:19]4[C:27]5[O:26][CH2:25][O:24][C:23]=5[CH:22]=[CH:21][C:20]=4[O:28][CH2:29][CH2:30][CH3:31])[C:13]=3[NH:12][CH:11]=2)=[O:9])[CH2:3][CH2:2]1.[C:32](Cl)(=[O:35])[CH2:33][CH3:34], predict the reaction product. The product is: [C:32]([N:1]1[CH2:6][CH2:5][CH:4]([NH:7][C:8]([C:10]2[C:14]3[N:15]=[CH:16][N:17]=[C:18]([C:19]4[C:27]5[O:26][CH2:25][O:24][C:23]=5[CH:22]=[CH:21][C:20]=4[O:28][CH2:29][CH2:30][CH3:31])[C:13]=3[NH:12][CH:11]=2)=[O:9])[CH2:3][CH2:2]1)(=[O:35])[CH2:33][CH3:34]. (9) Given the reactants [Br:1][C:2]1[C:7]([O:8][C:9]2[N:14]=[CH:13][C:12]([NH2:15])=[CH:11][CH:10]=2)=[CH:6][CH:5]=[CH:4][N:3]=1.[NH:16]1[C:24]2[C:19](=[CH:20][CH:21]=[CH:22][CH:23]=2)[C:18]([C:25](O)=[O:26])=[CH:17]1.C1CCC(N=C=NC2CCCCC2)CC1, predict the reaction product. The product is: [Br:1][C:2]1[C:7]([O:8][C:9]2[N:14]=[CH:13][C:12]([NH:15][C:25]([C:18]3[C:19]4[C:24](=[CH:23][CH:22]=[CH:21][CH:20]=4)[NH:16][CH:17]=3)=[O:26])=[CH:11][CH:10]=2)=[CH:6][CH:5]=[CH:4][N:3]=1. (10) The product is: [F:54][C:46]1([CH3:53])[C:47]2[C:52](=[CH:51][CH:50]=[CH:49][CH:48]=2)[N:44]([CH2:43][CH2:42][CH2:41][N:15]2[CH2:14][CH2:13][C:12]3([N:8]([C:5]4[CH:4]=[CH:3][C:2]([F:1])=[CH:7][CH:6]=4)[CH2:9][N:10]([CH2:19][C:20]4[CH:21]=[C:22]([CH:30]=[CH:31][CH:32]=4)[C:23]([O:25][C:26]([CH3:27])([CH3:28])[CH3:29])=[O:24])[C:11]3=[O:18])[CH2:17][CH2:16]2)[C:45]1=[O:55]. Given the reactants [F:1][C:2]1[CH:7]=[CH:6][C:5]([N:8]2[C:12]3([CH2:17][CH2:16][NH:15][CH2:14][CH2:13]3)[C:11](=[O:18])[N:10]([CH2:19][C:20]3[CH:21]=[C:22]([CH:30]=[CH:31][CH:32]=3)[C:23]([O:25][C:26]([CH3:29])([CH3:28])[CH3:27])=[O:24])[CH2:9]2)=[CH:4][CH:3]=1.[I-].[Na+].C(=O)(O)[O-].[K+].Cl[CH2:41][CH2:42][CH2:43][N:44]1[C:52]2[C:47](=[CH:48][CH:49]=[CH:50][CH:51]=2)[C:46]([F:54])([CH3:53])[C:45]1=[O:55], predict the reaction product.